From a dataset of Tyrosyl-DNA phosphodiesterase HTS with 341,365 compounds. Binary Classification. Given a drug SMILES string, predict its activity (active/inactive) in a high-throughput screening assay against a specified biological target. (1) The drug is S\1C(=S)N(CCC(=O)N2CCN(CC2)C)C(=O)C1=C/c1c(OC)cccc1. The result is 0 (inactive). (2) The drug is Clc1cc(N2CCN(CC2)C(=O)CN(S(=O)(=O)N(C)C)c2ccccc2)c(cc1)C. The result is 1 (active).